From a dataset of Full USPTO retrosynthesis dataset with 1.9M reactions from patents (1976-2016). Predict the reactants needed to synthesize the given product. (1) Given the product [F:43][C:44]1[CH:52]=[C:51]2[C:47]([C:48](=[CH:54][C:55]3[NH:56][CH:57]=[C:58]([CH2:60][N:61]4[CH2:62][CH2:63][O:64][CH2:65][CH2:66]4)[CH:59]=3)[C:49](=[O:53])[NH:50]2)=[CH:46][C:45]=1[CH2:67][N:3]1[C:4](=[O:6])[CH2:5][S:1][C:2]1=[O:7], predict the reactants needed to synthesize it. The reactants are: [S:1]1[CH2:5][C:4](=[O:6])[NH:3][C:2]1=[O:7].C1(P(C2C=CC=CC=2)C2C=CC=CC=2)C=CC=CC=1.N(C(OC(C)(C)C)=O)=NC(OC(C)(C)C)=O.[F:43][C:44]1[CH:52]=[C:51]2[C:47]([C:48](=[CH:54][C:55]3[NH:56][CH:57]=[C:58]([CH2:60][N:61]4[CH2:66][CH2:65][O:64][CH2:63][CH2:62]4)[CH:59]=3)[C:49](=[O:53])[NH:50]2)=[CH:46][C:45]=1[CH2:67]O.N(C(OC(C)(C)C)=O)=NC([O-])=O. (2) Given the product [Br:8][C:9]1[CH:14]=[CH:13][C:12]([CH2:15][O:7][CH:3]2[CH2:6][CH2:5][CH2:4]2)=[C:11]([F:17])[CH:10]=1, predict the reactants needed to synthesize it. The reactants are: [H-].[Na+].[CH:3]1([OH:7])[CH2:6][CH2:5][CH2:4]1.[Br:8][C:9]1[CH:14]=[CH:13][C:12]([CH2:15]Br)=[C:11]([F:17])[CH:10]=1. (3) The reactants are: [Cl:1][C:2]1[CH:22]=[C:21]([C:23]2[CH2:28][CH2:27][C:26](=[O:29])[NH:25][N:24]=2)[CH:20]=[CH:19][C:3]=1[O:4][CH2:5][CH2:6][CH2:7][O:8][C:9]1[CH:14]=[CH:13][C:12]([O:15]C(=O)C)=[CH:11][CH:10]=1.O.[OH-].[Li+]. Given the product [Cl:1][C:2]1[CH:22]=[C:21]([C:23]2[CH2:28][CH2:27][C:26](=[O:29])[NH:25][N:24]=2)[CH:20]=[CH:19][C:3]=1[O:4][CH2:5][CH2:6][CH2:7][O:8][C:9]1[CH:14]=[CH:13][C:12]([OH:15])=[CH:11][CH:10]=1, predict the reactants needed to synthesize it. (4) Given the product [Cl:13][CH2:9][C:6]1[N:5]=[CH:4][C:3]([O:2][CH3:1])=[CH:8][N:7]=1, predict the reactants needed to synthesize it. The reactants are: [CH3:1][O:2][C:3]1[CH:4]=[N:5][C:6]([CH2:9]O)=[N:7][CH:8]=1.S(Cl)([Cl:13])=O. (5) Given the product [F:38][C:15]([F:14])([C:19]1[CH:27]=[C:26]2[C:22]([C:23]([CH3:37])=[N:24][N:25]2[CH2:4][C:3]2[C:6]([C:10]([F:13])([F:12])[F:11])=[CH:7][CH:8]=[CH:9][C:2]=2[F:1])=[CH:21][CH:20]=1)[C:16]([OH:18])=[O:17], predict the reactants needed to synthesize it. The reactants are: [F:1][C:2]1[CH:9]=[CH:8][CH:7]=[C:6]([C:10]([F:13])([F:12])[F:11])[C:3]=1[CH2:4]Br.[F:14][C:15]([F:38])([C:19]1[CH:27]=[C:26]2[C:22]([C:23]([CH3:37])=[N:24][N:25]2CC2C(C)=CC=CC=2C)=[CH:21][CH:20]=1)[C:16]([OH:18])=[O:17]. (6) Given the product [Cl-:1].[CH2:37]([C:19]1[N:20]([S:27]([C:30]2[CH:35]=[CH:34][C:33]([CH3:36])=[CH:32][CH:31]=2)(=[O:29])=[O:28])[C:21]2[C:26]([C:18]=1[C:16]([NH:15][C:10]1[CH:11]=[CH:12][CH:13]=[CH:14][C:9]=1[NH3+:8])=[O:17])=[CH:25][CH:24]=[CH:23][CH:22]=2)[CH:38]=[CH2:39], predict the reactants needed to synthesize it. The reactants are: [ClH:1].C(OC(=O)[NH:8][C:9]1[CH:14]=[CH:13][CH:12]=[CH:11][C:10]=1[NH:15][C:16]([C:18]1[C:26]2[C:21](=[CH:22][CH:23]=[CH:24][CH:25]=2)[N:20]([S:27]([C:30]2[CH:35]=[CH:34][C:33]([CH3:36])=[CH:32][CH:31]=2)(=[O:29])=[O:28])[C:19]=1[CH2:37][CH:38]=[CH2:39])=[O:17])(C)(C)C.